This data is from Catalyst prediction with 721,799 reactions and 888 catalyst types from USPTO. The task is: Predict which catalyst facilitates the given reaction. (1) Reactant: [CH:1]12[CH2:7][CH:4]([CH:5]=[CH:6]1)[CH:3]=[CH:2]2.ClS([N:12]=[C:13]=[O:14])(=O)=O.S([O-])([O-])=O.[Na+].[Na+].O.[OH-].[Na+]. Product: [CH:1]12[CH2:7][CH:4]([CH:5]=[CH:6]1)[CH:3]1[CH:2]2[NH:12][C:13]1=[O:14]. The catalyst class is: 2. (2) Reactant: Cl[CH2:2][C:3]1[N:15]=[C:14]2[N:5]([C:6]([NH:21][CH2:22][C:23]3[CH:28]=[CH:27][C:26]([O:29][CH3:30])=[CH:25][C:24]=3[O:31][CH3:32])=[N:7][C:8]3[C:13]2=[CH:12][CH:11]=[C:10]2[O:16][C:17]([F:20])([F:19])[O:18][C:9]=32)[N:4]=1.Cl.[F:34][C:35]1([F:39])[CH2:38][NH:37][CH2:36]1.C(=O)([O-])[O-].[Cs+].[Cs+].[I-].[K+]. Product: [F:34][C:35]1([F:39])[CH2:38][N:37]([CH2:2][C:3]2[N:15]=[C:14]3[N:5]([C:6]([NH:21][CH2:22][C:23]4[CH:28]=[CH:27][C:26]([O:29][CH3:30])=[CH:25][C:24]=4[O:31][CH3:32])=[N:7][C:8]4[C:13]3=[CH:12][CH:11]=[C:10]3[O:16][C:17]([F:20])([F:19])[O:18][C:9]=43)[N:4]=2)[CH2:36]1. The catalyst class is: 127.